The task is: Predict the reactants needed to synthesize the given product.. This data is from Full USPTO retrosynthesis dataset with 1.9M reactions from patents (1976-2016). Given the product [C:12]([C:10]1[C:9]([OH:16])=[C:4]([C:5]([OH:7])=[O:6])[C:3]([CH3:18])=[C:2]([C:21]2[CH:22]=[CH:23][CH:24]=[CH:25][C:20]=2[CH3:19])[CH:11]=1)([CH3:15])([CH3:14])[CH3:13], predict the reactants needed to synthesize it. The reactants are: Br[C:2]1[C:3]([CH3:18])=[C:4]([C:9]([O:16]C)=[C:10]([C:12]([CH3:15])([CH3:14])[CH3:13])[CH:11]=1)[C:5]([O:7]C)=[O:6].[CH3:19][C:20]1[CH:25]=[CH:24][CH:23]=[CH:22][C:21]=1B(O)O.